This data is from Catalyst prediction with 721,799 reactions and 888 catalyst types from USPTO. The task is: Predict which catalyst facilitates the given reaction. (1) Reactant: C([O:4][C@@H:5]1[C@@H:28]([O:29]C(=O)C)[C@H:27]([O:33]C(=O)C)[C@@H:26]([CH2:37][O:38]C(=O)C)[O:25][C@H:6]1[O:7][C:8]1[CH:13]=[CH:12][CH:11]=[CH:10][C:9]=1[CH2:14][C:15]1[CH:20]=[CH:19][C:18]([C:21]([O:23][CH3:24])=[O:22])=[CH:17][CH:16]=1)(=O)C.C[O-].[Na+]. Product: [O:7]([C:8]1[CH:13]=[CH:12][CH:11]=[CH:10][C:9]=1[CH2:14][C:15]1[CH:20]=[CH:19][C:18]([C:21]([O:23][CH3:24])=[O:22])=[CH:17][CH:16]=1)[C@@H:6]1[O:25][C@H:26]([CH2:37][OH:38])[C@@H:27]([OH:33])[C@H:28]([OH:29])[C@H:5]1[OH:4]. The catalyst class is: 5. (2) Reactant: [NH2:1][C:2]1[N:3]=[N+:4]([O-:13])[C:5]2[CH:11]=[C:10]([OH:12])[CH:9]=[CH:8][C:6]=2[N:7]=1.C([O-])([O-])=O.[K+].[K+].Br[CH2:21][CH2:22][O:23][CH3:24]. Product: [CH3:24][O:23][CH2:22][CH2:21][O:12][C:10]1[CH:9]=[CH:8][C:6]2[N:7]=[C:2]([NH2:1])[N:3]=[N+:4]([O-:13])[C:5]=2[CH:11]=1. The catalyst class is: 3. (3) Reactant: [Cl:1][C:2]1[CH:3]=[C:4]([CH2:9][S:10]([C:13]2[CH:14]=[C:15]3[C:19](=[CH:20][CH:21]=2)[NH:18][C:17](=[O:22])[CH2:16]3)(=[O:12])=[O:11])[CH:5]=[C:6]([Cl:8])[CH:7]=1.[CH:23]([C:25]1[NH:29][C:28]([CH3:30])=[C:27]([C:31]([OH:33])=[O:32])[C:26]=1[CH3:34])=O.N1CCCCC1. Product: [Cl:1][C:2]1[CH:3]=[C:4]([CH2:9][S:10]([C:13]2[CH:14]=[C:15]3[C:19](=[CH:20][CH:21]=2)[NH:18][C:17](=[O:22])/[C:16]/3=[CH:23]\[C:25]2[NH:29][C:28]([CH3:30])=[C:27]([C:31]([OH:33])=[O:32])[C:26]=2[CH3:34])(=[O:12])=[O:11])[CH:5]=[C:6]([Cl:8])[CH:7]=1. The catalyst class is: 8. (4) Reactant: Cl[C:2]1[C:11]2[C:6](=[C:7]([F:12])[CH:8]=[CH:9][CH:10]=2)[N:5]=[C:4]([C:13]([C:15]2[CH:20]=[CH:19][C:18]([F:21])=[CH:17][CH:16]=2)=[O:14])[N:3]=1.[CH3:22][C:23]1[NH:27][N:26]=[C:25]([NH2:28])[CH:24]=1.CCN(C(C)C)C(C)C. Product: [F:12][C:7]1[CH:8]=[CH:9][CH:10]=[C:11]2[C:6]=1[N:5]=[C:4]([C:13]([C:15]1[CH:20]=[CH:19][C:18]([F:21])=[CH:17][CH:16]=1)=[O:14])[N:3]=[C:2]2[NH:28][C:25]1[CH:24]=[C:23]([CH3:22])[NH:27][N:26]=1. The catalyst class is: 18. (5) Reactant: C(=O)([O-])[O-].[K+].[K+].[O:7]=[C:8]([C:17]1[N:22]=[C:21]([C:23]([O:25][CH3:26])=[O:24])[CH:20]=[CH:19][CH:18]=1)[C:9]#[C:10][C:11]1[CH:16]=[CH:15][CH:14]=[CH:13][CH:12]=1.O1CCOCC1.CC1C=C(C)C=C(C)C=1S([O-])(=O)=O.[NH2:46][N+:47]1[CH:52]=[CH:51][CH:50]=[C:49]([NH:53][C:54]([O:56][C:57]([CH3:60])([CH3:59])[CH3:58])=[O:55])[CH:48]=1. Product: [C:57]([O:56][C:54]([NH:53][C:49]1[CH:50]=[CH:51][C:52]2[N:47]([N:46]=[C:10]([C:11]3[CH:12]=[CH:13][CH:14]=[CH:15][CH:16]=3)[C:9]=2[C:8]([C:17]2[N:22]=[C:21]([C:23]([O:25][CH3:26])=[O:24])[CH:20]=[CH:19][CH:18]=2)=[O:7])[CH:48]=1)=[O:55])([CH3:60])([CH3:58])[CH3:59]. The catalyst class is: 6. (6) Reactant: [CH3:1][N:2]1[C:10](=[O:11])[C:9]2[C:4](=[CH:5][C:6]([C:12]([O:14]C)=[O:13])=[CH:7][CH:8]=2)[N:3]1C(OCC)=O.[OH-].[K+]. Product: [CH3:1][N:2]1[C:10](=[O:11])[C:9]2[C:4](=[CH:5][C:6]([C:12]([OH:14])=[O:13])=[CH:7][CH:8]=2)[NH:3]1. The catalyst class is: 8. (7) Reactant: C(=O)([O-])[O-].[K+].[K+].Cl[C:8]1[CH:9]=[CH:10][C:11]([N+:15]([O-:17])=[O:16])=[C:12]([CH:14]=1)[NH2:13].[C:18]([O:22][CH3:23])(=[O:21])[CH2:19][SH:20].O. Product: [NH2:13][C:12]1[CH:14]=[C:8]([S:20][CH2:19][C:18]([O:22][CH3:23])=[O:21])[CH:9]=[CH:10][C:11]=1[N+:15]([O-:17])=[O:16]. The catalyst class is: 3. (8) The catalyst class is: 243. Product: [C:21]([CH2:22][CH2:23][CH2:24][C:25]#[C:26][C:6]1[CH:7]=[CH:8][C:3]([C:1]#[N:2])=[CH:4][C:5]=1[O:19][CH3:20])#[N:27]. Reactant: [C:1]([C:3]1[CH:8]=[CH:7][C:6](OS(C2C=CC=CC=2)(=O)=O)=[C:5]([O:19][CH3:20])[CH:4]=1)#[N:2].[C:21](#[N:27])[CH2:22][CH2:23][CH2:24][C:25]#[CH:26]. (9) Reactant: [CH:1]1([N:5]2[CH2:10][CH2:9][CH:8]([N:11]3[CH2:20][CH2:19][C:18]4[C:13](=[CH:14][CH:15]=[C:16]([O:21][CH2:22][C:23]5[CH:32]=[CH:31][C:26]([C:27]([O:29]C)=[O:28])=[CH:25][CH:24]=5)[CH:17]=4)[C:12]3=[O:33])[CH2:7][CH2:6]2)[CH2:4][CH2:3][CH2:2]1.[OH-].[Na+].Cl. Product: [CH:1]1([N:5]2[CH2:6][CH2:7][CH:8]([N:11]3[CH2:20][CH2:19][C:18]4[C:13](=[CH:14][CH:15]=[C:16]([O:21][CH2:22][C:23]5[CH:24]=[CH:25][C:26]([C:27]([OH:29])=[O:28])=[CH:31][CH:32]=5)[CH:17]=4)[C:12]3=[O:33])[CH2:9][CH2:10]2)[CH2:2][CH2:3][CH2:4]1. The catalyst class is: 8.